The task is: Predict the reactants needed to synthesize the given product.. This data is from Full USPTO retrosynthesis dataset with 1.9M reactions from patents (1976-2016). Given the product [CH2:13]([O:20][CH2:21][N:22]1[C:30]2[C:29]([NH2:31])=[N:28][C:27]([CH2:32][CH2:33][CH2:34][CH3:35])=[N:26][C:25]=2[C:5]([C:4]#[C:3][CH2:2][CH2:1][N:7]2[CH2:8][CH2:9][CH2:10][CH2:11][CH2:12]2)=[CH:6]1)[C:14]1[CH:19]=[CH:18][CH:17]=[CH:16][CH:15]=1, predict the reactants needed to synthesize it. The reactants are: [CH2:1]([N:7]1[CH2:12][CH2:11][CH2:10][CH2:9][CH2:8]1)[CH2:2][CH2:3][CH2:4][C:5]#[CH:6].[CH2:13]([O:20][CH2:21][N:22]1[C:30]2[C:29]([NH2:31])=[N:28][C:27]([CH2:32][CH2:33][CH2:34][CH3:35])=[N:26][C:25]=2C(I)=C1)[C:14]1[CH:19]=[CH:18][CH:17]=[CH:16][CH:15]=1.C(N1CCCCC1)CC#C.